Dataset: Reaction yield outcomes from USPTO patents with 853,638 reactions. Task: Predict the reaction yield, written as a fraction of the theoretical maximum amount of product (1.0 means a 100% yield; for example, 0.34 means a 34% yield). The reactants are [C:1]([C:3]1[CH:8]=[C:7]([CH2:9][CH2:10][P:11](=[O:18])([O:15][CH2:16][CH3:17])[O:12][CH2:13][CH3:14])[CH:6]=[CH:5][N:4]=1)#[N:2].[Cl:19][C:20]1[CH:21]=[C:22]([SH:29])[C:23](=[CH:27][CH:28]=1)[C:24](O)=[O:25]. The catalyst is N1C=CC=CC=1. The product is [Cl:19][C:20]1[CH:28]=[CH:27][C:23]2[C:24](=[O:25])[N:2]=[C:1]([C:3]3[CH:8]=[C:7]([CH2:9][CH2:10][P:11](=[O:18])([O:12][CH2:13][CH3:14])[O:15][CH2:16][CH3:17])[CH:6]=[CH:5][N:4]=3)[S:29][C:22]=2[CH:21]=1. The yield is 0.150.